This data is from Full USPTO retrosynthesis dataset with 1.9M reactions from patents (1976-2016). The task is: Predict the reactants needed to synthesize the given product. (1) Given the product [CH3:35][S:36]([OH:39])(=[O:38])=[O:37].[CH:1]1([C:7]2[C:15]3[C:14](=[O:16])[NH:13][C:12]([C:17]4[CH:22]=[CH:21][C:20]([N:23]5[CH2:28][CH2:27][N:26]([CH3:29])[CH2:25][CH2:24]5)=[CH:19][C:18]=4[O:30][CH:31]([F:32])[F:33])=[N:11][C:10]=3[N:9]([CH3:34])[N:8]=2)[CH2:2][CH2:3][CH2:4][CH2:5][CH2:6]1, predict the reactants needed to synthesize it. The reactants are: [CH:1]1([C:7]2[C:15]3[C:14](=[O:16])[NH:13][C:12]([C:17]4[CH:22]=[CH:21][C:20]([N:23]5[CH2:28][CH2:27][N:26]([CH3:29])[CH2:25][CH2:24]5)=[CH:19][C:18]=4[O:30][CH:31]([F:33])[F:32])=[N:11][C:10]=3[N:9]([CH3:34])[N:8]=2)[CH2:6][CH2:5][CH2:4][CH2:3][CH2:2]1.[CH3:35][S:36]([OH:39])(=[O:38])=[O:37]. (2) Given the product [O:1]=[C:2]1[C:10]2([O:11][CH2:12][CH2:13][O:14]2)[C:9]2[C:4](=[CH:5][CH:6]=[C:7]([S:15]([N:18]3[CH2:22][CH2:21][CH2:20][C@H:19]3[CH2:23][O:24][O:25][CH3:26])(=[O:17])=[O:16])[CH:8]=2)[N:3]1[CH2:27][C:28]1([CH2:35][NH2:36])[CH2:34][CH2:33][CH2:32][CH2:31][CH2:30][CH2:29]1, predict the reactants needed to synthesize it. The reactants are: [O:1]=[C:2]1[C:10]2([O:14][CH2:13][CH2:12][O:11]2)[C:9]2[C:4](=[CH:5][CH:6]=[C:7]([S:15]([N:18]3[CH2:22][CH2:21][CH2:20][C@H:19]3[CH2:23][O:24][O:25][CH3:26])(=[O:17])=[O:16])[CH:8]=2)[N:3]1[CH2:27][C:28]1([C:35]#[N:36])[CH2:34][CH2:33][CH2:32][CH2:31][CH2:30][CH2:29]1.[H][H]. (3) Given the product [C:19]([C:22]1[O:23][CH:24]=[C:25]([C:27]([NH:1][CH2:2][C@@H:3]([N:5]2[CH:9]=[CH:8][C:7]([C:10]3[CH:17]=[CH:16][C:13]([C:14]#[N:15])=[C:12]([Cl:18])[CH:11]=3)=[N:6]2)[CH3:4])=[O:28])[N:26]=1)(=[O:21])[CH3:20], predict the reactants needed to synthesize it. The reactants are: [NH2:1][CH2:2][C@@H:3]([N:5]1[CH:9]=[CH:8][C:7]([C:10]2[CH:17]=[CH:16][C:13]([C:14]#[N:15])=[C:12]([Cl:18])[CH:11]=2)=[N:6]1)[CH3:4].[C:19]([C:22]1[O:23][CH:24]=[C:25]([C:27](O)=[O:28])[N:26]=1)(=[O:21])[CH3:20]. (4) Given the product [N:40]1([CH2:47][CH2:48][O:31][C:32]2[CH:39]=[CH:38][C:35]([CH:36]3[CH:16]([C:17]4[CH:22]=[CH:21][C:20]([O:23][CH:24]5[CH2:29][CH2:28][CH2:27][CH2:26][O:25]5)=[CH:19][CH:18]=4)[C:15](=[O:30])[C:3]4[CH:4]=[CH:5][C:6]([O:8][CH:9]5[CH2:14][CH2:13][CH2:12][CH2:11][O:10]5)=[CH:7][C:2]=4[O:1]3)=[CH:34][CH:33]=2)[CH2:45][CH2:44][CH2:43][CH2:42][CH2:41]1, predict the reactants needed to synthesize it. The reactants are: [OH:1][C:2]1[CH:7]=[C:6]([O:8][CH:9]2[CH2:14][CH2:13][CH2:12][CH2:11][O:10]2)[CH:5]=[CH:4][C:3]=1[C:15](=[O:30])[CH2:16][C:17]1[CH:22]=[CH:21][C:20]([O:23][CH:24]2[CH2:29][CH2:28][CH2:27][CH2:26][O:25]2)=[CH:19][CH:18]=1.[OH:31][C:32]1[CH:39]=[CH:38][C:35]([CH:36]=O)=[CH:34][CH:33]=1.[NH:40]1[CH2:45][CH2:44][CH2:43][CH2:42][CH2:41]1.O.[C:47]1(C)C=CC=C[CH:48]=1. (5) Given the product [ClH:3].[CH2:19]([NH:18][C:16]1[NH:15][C:13]([NH:12][CH2:11][C:10]2[CH:9]=[CH:8][C:7]([OH:6])=[CH:31][CH:30]=2)=[N:14][C:33]([CH3:35])([CH3:32])[N:17]=1)[CH2:20][CH2:21][CH2:22][CH2:23][CH2:24][CH2:25][CH2:26][CH2:27][CH2:28][CH3:29], predict the reactants needed to synthesize it. The reactants are: CO.[ClH:3].Cl.Cl.[OH:6][C:7]1[CH:31]=[CH:30][C:10]([CH2:11][NH:12][C:13]([NH:15][C:16]([NH:18][CH2:19][CH2:20][CH2:21][CH2:22][CH2:23][CH2:24][CH2:25][CH2:26][CH2:27][CH2:28][CH3:29])=[NH:17])=[NH:14])=[CH:9][CH:8]=1.[CH3:32][C:33]([CH3:35])=O. (6) Given the product [CH2:1]([O:3][CH2:4][C:5]1[N:6]([CH2:19][CH2:20][CH3:21])[C:7]2[C:16]3[CH:15]=[C:14]([O:17][CH2:23][C:24]([N:26]4[CH2:27][CH2:28][N:29]([C:40]([O:41][C:16]([CH3:7])([CH3:15])[CH3:11])=[O:43])[CH2:30][CH2:31]4)=[O:25])[CH:13]=[CH:12][C:11]=3[N:10]=[CH:9][C:8]=2[N:18]=1)[CH3:2], predict the reactants needed to synthesize it. The reactants are: [CH2:1]([O:3][CH2:4][C:5]1[N:6]([CH2:19][CH2:20][CH3:21])[C:7]2[C:16]3[CH:15]=[C:14]([OH:17])[CH:13]=[CH:12][C:11]=3[N:10]=[CH:9][C:8]=2[N:18]=1)[CH3:2].Br[CH2:23][C:24]([N:26]1[CH2:31][CH2:30][N:29](NC(OC(C)(C)C)=O)[CH2:28][CH2:27]1)=[O:25].[C:40](=[O:43])([O-])[O-:41].[K+].[K+].O. (7) Given the product [C:21]1([CH3:48])[CH:26]=[CH:25][CH:24]=[CH:23][C:22]=1[O:27][C:28]1[CH:33]=[CH:32][CH:31]=[CH:30][C:29]=1[C@:34]([C@@H:42]1[CH2:47][CH2:46][CH2:45][N:44]([C:8]([CH:5]2[CH2:6][CH2:7][C@@H:2]([OH:1])[C@@H:3]([NH:11][C:12]([O:14][CH2:15][CH2:16][Si:17]([CH3:20])([CH3:19])[CH3:18])=[O:13])[CH2:4]2)=[O:10])[CH2:43]1)([OH:41])[CH2:35][CH2:36][CH2:37][CH2:38][O:39][CH3:40], predict the reactants needed to synthesize it. The reactants are: [OH:1][C@H:2]1[CH2:7][CH2:6][CH:5]([C:8]([OH:10])=O)[CH2:4][C@H:3]1[NH:11][C:12]([O:14][CH2:15][CH2:16][Si:17]([CH3:20])([CH3:19])[CH3:18])=[O:13].[C:21]1([CH3:48])[CH:26]=[CH:25][CH:24]=[CH:23][C:22]=1[O:27][C:28]1[CH:33]=[CH:32][CH:31]=[CH:30][C:29]=1[C@:34]([C@@H:42]1[CH2:47][CH2:46][CH2:45][NH:44][CH2:43]1)([OH:41])[CH2:35][CH2:36][CH2:37][CH2:38][O:39][CH3:40].C(Cl)CCl.C1C=CC2N(O)N=NC=2C=1.CCN(C(C)C)C(C)C.